This data is from Full USPTO retrosynthesis dataset with 1.9M reactions from patents (1976-2016). The task is: Predict the reactants needed to synthesize the given product. (1) Given the product [Br:1][C:2]1[CH:7]=[CH:6][C:5]([NH:8][C:9]2[C:10]([CH:19]([OH:28])[CH2:20][OH:32])=[CH:11][C:12]3[NH:16][CH:15]=[N:14][C:13]=3[C:17]=2[F:18])=[C:4]([Cl:29])[CH:3]=1, predict the reactants needed to synthesize it. The reactants are: [Br:1][C:2]1[CH:7]=[CH:6][C:5]([NH:8][C:9]2[C:10]([CH:19]([OH:28])[CH2:20][Si](OC(C)C)(C)C)=[CH:11][C:12]3[NH:16][CH:15]=[N:14][C:13]=3[C:17]=2[F:18])=[C:4]([Cl:29])[CH:3]=1.[F-].[K+].[OH:32]O. (2) Given the product [CH3:24][O:23][C:20]1[CH:21]=[CH:22][C:17]([CH2:16][N:12]2[CH:13]=[C:9]([B:4]3[O:5][C:6]([CH3:7])([CH3:8])[C:2]([CH3:14])([CH3:1])[O:3]3)[CH:10]=[N:11]2)=[CH:18][CH:19]=1, predict the reactants needed to synthesize it. The reactants are: [CH3:1][C:2]1([CH3:14])[C:6]([CH3:8])([CH3:7])[O:5][B:4]([C:9]2[CH:10]=[N:11][NH:12][CH:13]=2)[O:3]1.Cl[CH2:16][C:17]1[CH:22]=[CH:21][C:20]([O:23][CH3:24])=[CH:19][CH:18]=1.C([O-])([O-])=O.[K+].[K+].O. (3) Given the product [NH2:1][C:2]1[C:3]2[N:4]([C:8]([C@H:20]3[CH2:21][CH2:22][C@H:23]([CH2:26][NH:27][C:34](=[O:53])[CH3:35])[CH2:24][CH2:25]3)=[N:9][C:10]=2[C:11]2[NH:12][C:13]3[C:18]([CH:19]=2)=[CH:17][CH:16]=[CH:15][CH:14]=3)[CH:5]=[CH:6][N:7]=1, predict the reactants needed to synthesize it. The reactants are: [NH2:1][C:2]1[C:3]2[N:4]([C:8]([C@H:20]3[CH2:25][CH2:24][C@H:23]([CH2:26][NH2:27])[CH2:22][CH2:21]3)=[N:9][C:10]=2[C:11]2[NH:12][C:13]3[C:18]([CH:19]=2)=[CH:17][CH:16]=[CH:15][CH:14]=3)[CH:5]=[CH:6][N:7]=1.CCN=C=NC[CH2:34][CH2:35]N(C)C.Cl.C(N(CC)C(C)C)(C)C.CN(C=[O:53])C. (4) Given the product [CH2:16]([O:18][C:19]1[CH:25]=[CH:24][C:22]([NH:23][C:2]2[N:7]=[C:6]([C:8]([F:11])([F:10])[F:9])[C:5]([C:12]([O:14][CH3:15])=[O:13])=[CH:4][N:3]=2)=[CH:21][CH:20]=1)[CH3:17], predict the reactants needed to synthesize it. The reactants are: Cl[C:2]1[N:7]=[C:6]([C:8]([F:11])([F:10])[F:9])[C:5]([C:12]([O:14][CH3:15])=[O:13])=[CH:4][N:3]=1.[CH2:16]([O:18][C:19]1[CH:25]=[CH:24][C:22]([NH2:23])=[CH:21][CH:20]=1)[CH3:17].C(OC1C=CC=CC=1NC1N=C(C(F)(F)F)C(C(OC)=O)=CN=1)C. (5) Given the product [Br:1][C:2]1[CH:3]=[CH:4][C:5]2[O:9][C:8]([C:10](=[O:12])[NH2:11])=[C:7]([NH:13][C:14]([CH:16]3[O:29][CH2:28][CH2:17][N:18]([C:20]([O:22][C:23]([CH3:24])([CH3:26])[CH3:25])=[O:21])[CH2:19]3)=[O:15])[C:6]=2[CH:27]=1, predict the reactants needed to synthesize it. The reactants are: [Br:1][C:2]1[CH:3]=[CH:4][C:5]2[O:9][C:8]([C:10](=[O:12])[NH2:11])=[C:7]([NH:13][C:14]([CH:16]3[CH2:19][N:18]([C:20]([O:22][C:23]([CH3:26])([CH3:25])[CH3:24])=[O:21])[CH2:17]3)=[O:15])[C:6]=2[CH:27]=1.[C:28](N1CC(C(O)=O)C1)(OC(C)(C)C)=[O:29]. (6) Given the product [Br:1][C:2]1[C:3]([CH3:14])=[N:4][N:5]([CH2:21][C:20]2[CH:19]=[CH:18][O:17][C:16]=2[CH3:15])[C:6]=1[C:7]1[CH:12]=[CH:11][C:10]([F:13])=[CH:9][CH:8]=1, predict the reactants needed to synthesize it. The reactants are: [Br:1][C:2]1[C:3]([CH3:14])=[N:4][NH:5][C:6]=1[C:7]1[CH:12]=[CH:11][C:10]([F:13])=[CH:9][CH:8]=1.[CH3:15][C:16]1[O:17][CH:18]=[CH:19][C:20]=1[CH2:21]O.C1(P(C2C=CC=CC=2)C2C=CC=CC=2)C=CC=CC=1.N(C(OC(C)C)=O)=NC(OC(C)C)=O. (7) Given the product [Cl:18][C:19]1[CH:24]=[CH:23][CH:22]=[CH:21][C:20]=1[C:25]1[CH:29]=[C:28]([O:30][CH2:2][C:3]2[C:8]([O:9][CH3:10])=[CH:7][CH:6]=[CH:5][C:4]=2[N:11]2[C:15](=[O:16])[N:14]([CH3:17])[N:13]=[N:12]2)[N:27]([CH3:31])[N:26]=1, predict the reactants needed to synthesize it. The reactants are: Br[CH2:2][C:3]1[C:8]([O:9][CH3:10])=[CH:7][CH:6]=[CH:5][C:4]=1[N:11]1[C:15](=[O:16])[N:14]([CH3:17])[N:13]=[N:12]1.[Cl:18][C:19]1[CH:24]=[CH:23][CH:22]=[CH:21][C:20]=1[C:25]1[CH:29]=[C:28]([OH:30])[N:27]([CH3:31])[N:26]=1.C(=O)([O-])[O-].[K+].[K+]. (8) Given the product [CH:6]1[CH:5]=[C:4]2[C:3]([CH2:10][C@@:11]([OH:15])([C:12]([OH:14])=[O:13])[CH2:18][C@H:17]([NH2:16])[C:23]([OH:25])=[O:24])=[CH:2][NH:1][C:9]2=[CH:8][CH:7]=1, predict the reactants needed to synthesize it. The reactants are: [NH:1]1[C:9]2[C:4](=[CH:5][CH:6]=[CH:7][CH:8]=2)[C:3]([CH2:10][C:11](=[O:15])[C:12]([O-:14])=[O:13])=[CH:2]1.[NH2:16][C@H:17]([C:23]([O-:25])=[O:24])[CH2:18]CC([O-])=O.C1N=C(N)C2N=CN([C@@H]3O[C@H](COP(OP(OC[C@H]4O[C@@H](N5C=C(C(N)=O)CC=C5)[C@H](O)[C@@H]4O)(O)=O)(O)=O)[C@@H](O)[C@H]3O)C=2N=1.N[C@H](C([O-])=O)CC([O-])=O. (9) Given the product [NH2:1][C:2]1[N:6]([CH:7]([CH3:9])[CH3:8])[N:5]=[C:4]([C:10]2[CH:15]=[CH:14][CH:13]=[C:12]([N+:16]([O-:18])=[O:17])[CH:11]=2)[C:3]=1[C:19]([NH2:20])=[O:22], predict the reactants needed to synthesize it. The reactants are: [NH2:1][C:2]1[N:6]([CH:7]([CH3:9])[CH3:8])[N:5]=[C:4]([C:10]2[CH:15]=[CH:14][CH:13]=[C:12]([N+:16]([O-:18])=[O:17])[CH:11]=2)[C:3]=1[C:19]#[N:20].S(=O)(=O)(O)[OH:22].[OH-].[Na+].